Dataset: Catalyst prediction with 721,799 reactions and 888 catalyst types from USPTO. Task: Predict which catalyst facilitates the given reaction. (1) Reactant: O=S(Cl)Cl.[Br:5][C:6]1[CH:7]=[C:8]([CH2:12]O)[CH:9]=[N:10][CH:11]=1.[C-:14]#[N:15].[K+].CO. Product: [Br:5][C:6]1[CH:7]=[C:8]([CH2:12][C:14]#[N:15])[CH:9]=[N:10][CH:11]=1. The catalyst class is: 6. (2) Product: [F:26][C:23]1[CH:24]=[CH:25][C:20]([C:9]2[C:8](=[O:7])[N:2]3[CH2:3][CH2:4][CH2:5][N:1]3[C:10]=2[C:12]2[CH:17]=[CH:16][N:15]=[C:14]([S:18][CH3:19])[N:13]=2)=[CH:21][CH:22]=1. The catalyst class is: 17. Reactant: [NH:1]1[CH2:5][CH2:4][CH2:3][NH:2]1.C[O:7][C:8](=O)[CH:9]([C:20]1[CH:25]=[CH:24][C:23]([F:26])=[CH:22][CH:21]=1)[C:10]([C:12]1[CH:17]=[CH:16][N:15]=[C:14]([S:18][CH3:19])[N:13]=1)=O.